This data is from CYP3A4 inhibition data for predicting drug metabolism from PubChem BioAssay. The task is: Regression/Classification. Given a drug SMILES string, predict its absorption, distribution, metabolism, or excretion properties. Task type varies by dataset: regression for continuous measurements (e.g., permeability, clearance, half-life) or binary classification for categorical outcomes (e.g., BBB penetration, CYP inhibition). Dataset: cyp3a4_veith. (1) The molecule is N[C@H]1[C@@H](C(=O)O)[C@H]2C=C[C@H]1C2.O=S(=O)(O)c1ccccc1. The result is 0 (non-inhibitor). (2) The drug is N[C@@H](Cc1ccccc1)P(=O)(O)O. The result is 0 (non-inhibitor). (3) The drug is Cn1c(O)c(C(C#N)=C2N=c3ccccc3=N2)c2ccccc21. The result is 1 (inhibitor). (4) The compound is Cc1cccc(C)c1-n1nnnc1C(C)(C)N=Cc1ccc(Cl)cc1. The result is 1 (inhibitor). (5) The drug is COc1cc([C@@H](O)CN)ccc1O. The result is 0 (non-inhibitor). (6) The result is 1 (inhibitor). The molecule is C[C@@H](CCO)C(=O)O[C@H]1C[C@@H](C)C=C2C=C[C@H](C)[C@H](CC[C@@H]3C[C@@H](O)CC(=O)O3)[C@H]21. (7) The drug is CCCCC[C@H](O)/C=C\[C@H]1[C@H](C/C=C\CCCC(=O)O)[C@@H](O)C[C@H]1O.COC(N)(CO)CO. The result is 0 (non-inhibitor). (8) The molecule is Nc1cc(S(=O)(=O)O)cc2ccc(S(=O)(=O)O)cc12. The result is 0 (non-inhibitor). (9) The result is 0 (non-inhibitor). The molecule is C[As+](C)(c1ccc(Br)c([N+](=O)[O-])c1)c1ccc(Br)c([N+](=O)[O-])c1.O=[N+]([O-])O.